This data is from Forward reaction prediction with 1.9M reactions from USPTO patents (1976-2016). The task is: Predict the product of the given reaction. Given the reactants [CH:1]1[CH:6]=[C:5]2[C:7]([N:9]([CH2:12][C:13]([OH:15])=O)[C:10](=[O:11])[C:4]2=[CH:3][CH:2]=1)=[O:8].C(N1C=CN=C1)(N1C=CN=C1)=O.[CH:28]1([C:31](=[N:33]O)[NH2:32])[CH2:30][CH2:29]1.O, predict the reaction product. The product is: [CH:28]1([C:31]2[N:33]=[C:13]([CH2:12][N:9]3[C:7](=[O:8])[C:5]4=[CH:6][CH:1]=[CH:2][CH:3]=[C:4]4[C:10]3=[O:11])[O:15][N:32]=2)[CH2:30][CH2:29]1.